Dataset: Forward reaction prediction with 1.9M reactions from USPTO patents (1976-2016). Task: Predict the product of the given reaction. Given the reactants [Cl:1][C:2]1[CH:9]=[C:8]([C:10]([F:13])([F:12])[F:11])[CH:7]=[CH:6][C:3]=1[CH:4]=O.[CH3:14][C:15]1([CH3:23])[O:22][C:20](=[O:21])[CH2:19][C:17](=[O:18])[O:16]1.N1CCCC1C(O)=O.[CH3:32][S:33][CH2:34][C:35]1[CH:36]=[CH:37][CH:38]=[C:39]2[C:43]=1[NH:42][CH:41]=[CH:40]2, predict the reaction product. The product is: [Cl:1][C:2]1[CH:9]=[C:8]([C:10]([F:13])([F:12])[F:11])[CH:7]=[CH:6][C:3]=1[CH:4]([C:40]1[C:39]2[C:43](=[C:35]([CH2:34][S:33][CH3:32])[CH:36]=[CH:37][CH:38]=2)[NH:42][CH:41]=1)[CH:19]1[C:20](=[O:21])[O:22][C:15]([CH3:23])([CH3:14])[O:16][C:17]1=[O:18].